From a dataset of Full USPTO retrosynthesis dataset with 1.9M reactions from patents (1976-2016). Predict the reactants needed to synthesize the given product. Given the product [Br:1][C:2]1[CH:3]=[C:4]([NH:13][C:14]([N:23]2[C:24]3[C:20](=[CH:19][C:18]([O:17][CH3:16])=[C:26]([C:27]([F:29])([F:30])[F:28])[CH:25]=3)[CH2:21][CH2:22]2)=[O:15])[CH:5]=[N:6][CH:7]=1, predict the reactants needed to synthesize it. The reactants are: [Br:1][C:2]1[CH:3]=[C:4](C(N=[N+]=[N-])=O)[CH:5]=[N:6][CH:7]=1.[N-:13]=[C:14]=[O:15].[CH3:16][O:17][C:18]1[CH:19]=[C:20]2[C:24](=[CH:25][C:26]=1[C:27]([F:30])([F:29])[F:28])[NH:23][CH2:22][CH2:21]2.